Predict the reaction yield, written as a fraction of the theoretical maximum amount of product (1.0 means a 100% yield; for example, 0.34 means a 34% yield). From a dataset of Reaction yield outcomes from USPTO patents with 853,638 reactions. (1) The reactants are [C:1]1([CH:7]2[C:16]3[O:15][C:14](=O)[NH:13][C:12](=[O:18])[C:11]=3[CH2:10][CH2:9][CH2:8]2)[CH:6]=[CH:5][CH:4]=[CH:3][CH:2]=1.[OH-].[NH4+:20]. No catalyst specified. The product is [C:1]1([CH:7]2[C:16]3[NH:20][C:14](=[O:15])[NH:13][C:12](=[O:18])[C:11]=3[CH2:10][CH2:9][CH2:8]2)[CH:6]=[CH:5][CH:4]=[CH:3][CH:2]=1. The yield is 1.00. (2) The reactants are [CH2:1]([O:3][C:4]([C:6]1[NH:7][CH:8]=[CH:9][C:10]=1[NH2:11])=[O:5])[CH3:2].[NH:12]1[C:16]2[CH:17]=[CH:18][CH:19]=[CH:20][C:15]=2[N:14]=[C:13]1[CH:21]=O.[BH3-]C#N.[Na+].CC(O)=O. The catalyst is CO. The product is [NH:12]1[C:16]2[CH:17]=[CH:18][CH:19]=[CH:20][C:15]=2[N:14]=[C:13]1[CH2:21][NH:11][C:10]1[CH:9]=[CH:8][NH:7][C:6]=1[C:4]([O:3][CH2:1][CH3:2])=[O:5]. The yield is 0.810. (3) The reactants are [CH2:1]([N:8]1[CH2:21][CH2:20][C:19]2[C:18]3[C:17](Br)=[CH:16][CH:15]=[CH:14][C:13]=3[NH:12][C:11]=2[CH2:10][CH2:9]1)[C:2]1[CH:7]=[CH:6][CH:5]=[CH:4][CH:3]=1.[C:23](=[NH:36])([C:30]1[CH:35]=[CH:34][CH:33]=[CH:32][CH:31]=1)[C:24]1[CH:29]=[CH:28][CH:27]=[CH:26][CH:25]=1.CC(C)([O-])C.[Na+].O. The catalyst is C1(C)C=CC=CC=1.C1C=CC(/C=C/C(/C=C/C2C=CC=CC=2)=O)=CC=1.C1C=CC(/C=C/C(/C=C/C2C=CC=CC=2)=O)=CC=1.C1C=CC(/C=C/C(/C=C/C2C=CC=CC=2)=O)=CC=1.[Pd].[Pd].C1C=CC(P(C2C=CC3C(=CC=CC=3)C=2C2C3C(=CC=CC=3)C=CC=2P(C2C=CC=CC=2)C2C=CC=CC=2)C2C=CC=CC=2)=CC=1.C(OCC)(=O)C. The product is [C:23](=[N:36][C:17]1[C:18]2[C:19]3[CH2:20][CH2:21][N:8]([CH2:1][C:2]4[CH:7]=[CH:6][CH:5]=[CH:4][CH:3]=4)[CH2:9][CH2:10][C:11]=3[NH:12][C:13]=2[CH:14]=[CH:15][CH:16]=1)([C:30]1[CH:31]=[CH:32][CH:33]=[CH:34][CH:35]=1)[C:24]1[CH:29]=[CH:28][CH:27]=[CH:26][CH:25]=1. The yield is 0.940. (4) The reactants are [OH:1][NH:2][C:3]([C:5]1[CH:6]=[N:7][C:8]([N:11]([CH2:13][C:14]2[S:22][C:21]3[C:20]([N:23]4[CH2:28][CH2:27][O:26][CH2:25][CH2:24]4)=[N:19][C:18]([C:29]4[CH:30]=[N:31][C:32]([O:35][CH3:36])=[CH:33][CH:34]=4)=[N:17][C:16]=3[CH:15]=2)[CH3:12])=[N:9][CH:10]=1)=[O:4].[OH-].[OH:38][CH2:39][CH2:40][N+:41]([CH3:44])([CH3:43])[CH3:42]. The catalyst is C(Cl)Cl.CO. The product is [OH:38][CH2:39][CH2:40][N+:41]([CH3:44])([CH3:43])[CH3:42].[OH:1][NH:2][C:3]([C:5]1[CH:10]=[N:9][C:8]([N:11]([CH2:13][C:14]2[S:22][C:21]3[C:20]([N:23]4[CH2:28][CH2:27][O:26][CH2:25][CH2:24]4)=[N:19][C:18]([C:29]4[CH:30]=[N:31][C:32]([O:35][CH3:36])=[CH:33][CH:34]=4)=[N:17][C:16]=3[CH:15]=2)[CH3:12])=[N:7][CH:6]=1)=[O:4]. The yield is 0.760.